This data is from Reaction yield outcomes from USPTO patents with 853,638 reactions. The task is: Predict the reaction yield, written as a fraction of the theoretical maximum amount of product (1.0 means a 100% yield; for example, 0.34 means a 34% yield). (1) The reactants are Cl[C:2]1[N:7]=[C:6]([N:8]2[CH2:13][CH2:12][N:11]([C:14]3[C:15]([CH3:27])=[C:16]([CH3:26])[C:17]4[O:21][C:20]([CH3:23])([CH3:22])[CH2:19][C:18]=4[C:24]=3[CH3:25])[CH2:10][CH2:9]2)[CH:5]=[CH:4][N:3]=1.[CH3:28][O:29][C:30]1[CH:35]=[CH:34][C:33](OB([O-])[O-])=[CH:32][CH:31]=1. No catalyst specified. The product is [CH3:28][O:29][C:30]1[CH:35]=[CH:34][C:33]([C:2]2[N:7]=[C:6]([N:8]3[CH2:13][CH2:12][N:11]([C:14]4[C:15]([CH3:27])=[C:16]([CH3:26])[C:17]5[O:21][C:20]([CH3:23])([CH3:22])[CH2:19][C:18]=5[C:24]=4[CH3:25])[CH2:10][CH2:9]3)[CH:5]=[CH:4][N:3]=2)=[CH:32][CH:31]=1. The yield is 0.120. (2) The reactants are [Cl:1][C:2]1[CH:10]=[C:6]([C:7]([OH:9])=O)[C:5]([OH:11])=[CH:4][CH:3]=1.[NH2:12][C:13]1[S:14][C:15]([C:22](=[O:27])[C:23]([CH3:26])([CH3:25])[CH3:24])=[C:16]([C:18]([CH3:21])([CH3:20])[CH3:19])[N:17]=1. The catalyst is ClC1C=CC=CC=1. The product is [Cl:1][C:2]1[CH:3]=[CH:4][C:5]([OH:11])=[C:6]([CH:10]=1)[C:7]([NH:12][C:13]1[S:14][C:15]([C:22](=[O:27])[C:23]([CH3:26])([CH3:25])[CH3:24])=[C:16]([C:18]([CH3:20])([CH3:21])[CH3:19])[N:17]=1)=[O:9]. The yield is 0.484.